From a dataset of NCI-60 drug combinations with 297,098 pairs across 59 cell lines. Regression. Given two drug SMILES strings and cell line genomic features, predict the synergy score measuring deviation from expected non-interaction effect. (1) Drug 1: CN1C2=C(C=C(C=C2)N(CCCl)CCCl)N=C1CCCC(=O)O.Cl. Drug 2: CC(C)NC(=O)C1=CC=C(C=C1)CNNC.Cl. Cell line: A549. Synergy scores: CSS=-0.811, Synergy_ZIP=1.63, Synergy_Bliss=1.80, Synergy_Loewe=0.178, Synergy_HSA=-0.0260. (2) Drug 2: C1=NNC2=C1C(=O)NC=N2. Drug 1: CCCS(=O)(=O)NC1=C(C(=C(C=C1)F)C(=O)C2=CNC3=C2C=C(C=N3)C4=CC=C(C=C4)Cl)F. Synergy scores: CSS=2.69, Synergy_ZIP=0.251, Synergy_Bliss=3.62, Synergy_Loewe=1.88, Synergy_HSA=1.87. Cell line: PC-3. (3) Cell line: 786-0. Drug 1: CC1=C(C(=CC=C1)Cl)NC(=O)C2=CN=C(S2)NC3=CC(=NC(=N3)C)N4CCN(CC4)CCO. Synergy scores: CSS=0.897, Synergy_ZIP=-0.240, Synergy_Bliss=1.87, Synergy_Loewe=-2.06, Synergy_HSA=-0.768. Drug 2: CC12CCC3C(C1CCC2O)C(CC4=C3C=CC(=C4)O)CCCCCCCCCS(=O)CCCC(C(F)(F)F)(F)F. (4) Drug 1: CC1=CC=C(C=C1)C2=CC(=NN2C3=CC=C(C=C3)S(=O)(=O)N)C(F)(F)F. Drug 2: CC1=C2C(C(=O)C3(C(CC4C(C3C(C(C2(C)C)(CC1OC(=O)C(C(C5=CC=CC=C5)NC(=O)OC(C)(C)C)O)O)OC(=O)C6=CC=CC=C6)(CO4)OC(=O)C)O)C)O. Cell line: SNB-75. Synergy scores: CSS=25.6, Synergy_ZIP=7.38, Synergy_Bliss=8.98, Synergy_Loewe=10.5, Synergy_HSA=9.95. (5) Drug 1: CN(C)C1=NC(=NC(=N1)N(C)C)N(C)C. Drug 2: CCC(=C(C1=CC=CC=C1)C2=CC=C(C=C2)OCCN(C)C)C3=CC=CC=C3.C(C(=O)O)C(CC(=O)O)(C(=O)O)O. Cell line: COLO 205. Synergy scores: CSS=-13.6, Synergy_ZIP=5.69, Synergy_Bliss=1.73, Synergy_Loewe=-9.57, Synergy_HSA=-8.42. (6) Drug 1: CC1=C2C(C(=O)C3(C(CC4C(C3C(C(C2(C)C)(CC1OC(=O)C(C(C5=CC=CC=C5)NC(=O)C6=CC=CC=C6)O)O)OC(=O)C7=CC=CC=C7)(CO4)OC(=O)C)O)C)OC(=O)C. Drug 2: COCCOC1=C(C=C2C(=C1)C(=NC=N2)NC3=CC=CC(=C3)C#C)OCCOC.Cl. Cell line: K-562. Synergy scores: CSS=73.4, Synergy_ZIP=6.94, Synergy_Bliss=7.20, Synergy_Loewe=-29.7, Synergy_HSA=7.75. (7) Drug 1: C1=C(C(=O)NC(=O)N1)N(CCCl)CCCl. Drug 2: CN(C)C1=NC(=NC(=N1)N(C)C)N(C)C. Cell line: MDA-MB-231. Synergy scores: CSS=19.0, Synergy_ZIP=0.795, Synergy_Bliss=4.09, Synergy_Loewe=-9.52, Synergy_HSA=1.08.